From a dataset of Catalyst prediction with 721,799 reactions and 888 catalyst types from USPTO. Predict which catalyst facilitates the given reaction. (1) Reactant: [F:1][C:2]1[CH:7]=[CH:6][CH:5]=[C:4]([F:8])[C:3]=1[CH2:9][CH2:10][CH2:11]O.S(Br)([Br:15])=O. Product: [Br:15][CH2:11][CH2:10][CH2:9][C:3]1[C:2]([F:1])=[CH:7][CH:6]=[CH:5][C:4]=1[F:8]. The catalyst class is: 11. (2) Reactant: [N+:1]([C:4]1[CH:5]=[C:6]([S:10](Cl)(=[O:12])=[O:11])[CH:7]=[CH:8][CH:9]=1)([O-:3])=[O:2].[CH3:14][N:15]([CH3:19])[CH2:16][CH2:17][NH2:18].[OH-].[Na+]. Product: [CH3:14][N:15]([CH3:19])[CH2:16][CH2:17][NH:18][S:10]([C:6]1[CH:7]=[CH:8][CH:9]=[C:4]([N+:1]([O-:3])=[O:2])[CH:5]=1)(=[O:12])=[O:11]. The catalyst class is: 10. (3) Reactant: [N+:1]([C:4]1[N:9]=[CH:8][C:7]([N:10]2[CH2:15][CH2:14][O:13][CH2:12][CH2:11]2)=[CH:6][CH:5]=1)([O-])=O.C(O)C. Product: [O:13]1[CH2:14][CH2:15][N:10]([C:7]2[CH:6]=[CH:5][C:4]([NH2:1])=[N:9][CH:8]=2)[CH2:11][CH2:12]1. The catalyst class is: 153. (4) Reactant: [NH2:1][C:2]1[N:7]=[C:6]([C:8]([O:10][CH3:11])=[O:9])[CH:5]=[CH:4][C:3]=1[Br:12].[Cl:13]N1C(=O)CCC1=O. Product: [NH2:1][C:2]1[N:7]=[C:6]([C:8]([O:10][CH3:11])=[O:9])[C:5]([Cl:13])=[CH:4][C:3]=1[Br:12]. The catalyst class is: 15. (5) Reactant: [F:1][C:2]1[CH:3]=[C:4]2[C:22](=[N:23][CH:24]=1)[O:21][CH2:20][CH2:19][O:18][C:17](=[O:25])[C:16]1=[C:26]3[N:27]=[C:10]([CH:11]=[CH:12][N:13]3[N:14]=[CH:15]1)[N:9]1[C@@H:5]2[CH2:6][CH2:7][CH2:8]1. Product: [F:1][C:2]1[CH:3]=[C:4]2[C:22](=[O:21])[N:23]([CH:24]=1)[CH2:20][CH2:19][O:18][C:17](=[O:25])[C:16]1=[C:26]3[N:27]=[C:10]([CH:11]=[CH:12][N:13]3[N:14]=[CH:15]1)[N:9]1[C@@H:5]2[CH2:6][CH2:7][CH2:8]1. The catalyst class is: 47. (6) Reactant: Cl.[N:2]1([C:7]2[CH:12]=[C:11]([C:13]([OH:15])=O)[CH:10]=[CH:9][N:8]=2)[CH2:6][CH2:5][CH2:4][CH2:3]1.ClC(N(C)C)=C(C)C.CCN(C(C)C)C(C)C.[NH:33]1[C:41]2[C:36](=[C:37]([C:42]3[CH:43]=[C:44]([NH2:57])[C:45]4[C:49]([CH:50]=3)=[N:48][N:47](C3CCCCO3)[CH:46]=4)[CH:38]=[CH:39][CH:40]=2)[CH:35]=[CH:34]1.CC1C=CC(S(O)(=O)=O)=CC=1.N. Product: [NH:33]1[C:41]2[C:36](=[C:37]([C:42]3[CH:50]=[C:49]4[C:45]([CH:46]=[N:47][NH:48]4)=[C:44]([NH:57][C:13]([C:11]4[CH:10]=[CH:9][N:8]=[C:7]([N:2]5[CH2:3][CH2:4][CH2:5][CH2:6]5)[CH:12]=4)=[O:15])[CH:43]=3)[CH:38]=[CH:39][CH:40]=2)[CH:35]=[CH:34]1. The catalyst class is: 1.